This data is from Full USPTO retrosynthesis dataset with 1.9M reactions from patents (1976-2016). The task is: Predict the reactants needed to synthesize the given product. (1) Given the product [CH:10]1([CH2:9][O:8][C:5]2[CH:4]=[N:3][C:2]([C:14]3[O:13][C:21]4[CH:20]=[C:19]([O:22][CH2:23][C@@H:24]([NH:26][C:27](=[O:33])[O:28][C:29]([CH3:31])([CH3:30])[CH3:32])[CH3:25])[N:18]=[CH:17][C:16]=4[N:15]=3)=[N:7][CH:6]=2)[CH2:12][CH2:11]1, predict the reactants needed to synthesize it. The reactants are: Cl[C:2]1[N:7]=[CH:6][C:5]([O:8][CH2:9][CH:10]2[CH2:12][CH2:11]2)=[CH:4][N:3]=1.[O:13]1[C:21]2[CH:20]=[C:19]([O:22][CH2:23][C@@H:24]([NH:26][C:27](=[O:33])[O:28][C:29]([CH3:32])([CH3:31])[CH3:30])[CH3:25])[N:18]=[CH:17][C:16]=2[N:15]=[CH:14]1. (2) Given the product [CH2:9]([O:11][C:12](=[O:14])[CH2:13][C:4](=[O:3])[CH:5]([F:7])[F:6])[CH3:10], predict the reactants needed to synthesize it. The reactants are: C([O:3][C:4](=O)[CH:5]([F:7])[F:6])C.[CH2:9]([O:11][C:12](=[O:14])[CH3:13])[CH3:10].CC[O-].[Na+].C(OCC)(=O)C.Cl.